Dataset: Full USPTO retrosynthesis dataset with 1.9M reactions from patents (1976-2016). Task: Predict the reactants needed to synthesize the given product. (1) Given the product [NH2:15][C:7]1[C:6]([C:4]([C:18]2[CH:23]=[C:22]([Cl:24])[CH:21]=[CH:20][C:19]=2[O:25][CH3:26])=[O:5])=[CH:11][N:10]=[C:9]([S:12][CH2:13][CH3:14])[N:8]=1, predict the reactants needed to synthesize it. The reactants are: CON(C)[C:4]([C:6]1[C:7]([NH2:15])=[N:8][C:9]([S:12][CH2:13][CH3:14])=[N:10][CH:11]=1)=[O:5].Br[C:18]1[CH:23]=[C:22]([Cl:24])[CH:21]=[CH:20][C:19]=1[O:25][CH3:26]. (2) Given the product [Cl:1][C:2]1[CH:3]=[C:4]([C:9]2[CH:10]=[CH:11][C:12](/[CH:15]=[CH:16]/[CH2:17][O:18][C:32]3[CH:31]=[CH:30][C:29]([CH2:28][C@H:22]([O:21][CH2:19][CH3:20])[C:23]([O:25][CH2:26][CH3:27])=[O:24])=[CH:34][CH:33]=3)=[CH:13][CH:14]=2)[CH:5]=[C:6]([Cl:8])[CH:7]=1, predict the reactants needed to synthesize it. The reactants are: [Cl:1][C:2]1[CH:3]=[C:4]([C:9]2[CH:14]=[CH:13][C:12](/[CH:15]=[CH:16]/[CH2:17][OH:18])=[CH:11][CH:10]=2)[CH:5]=[C:6]([Cl:8])[CH:7]=1.[CH2:19]([O:21][C@@H:22]([CH2:28][C:29]1[CH:34]=[CH:33][C:32](O)=[CH:31][CH:30]=1)[C:23]([O:25][CH2:26][CH3:27])=[O:24])[CH3:20]. (3) Given the product [NH2:1][C:2]1[C:6]([C:7]2[CH:34]=[C:33]([Cl:35])[CH:32]=[CH:31][C:8]=2[O:9][C:10]2[C:15]([Cl:16])=[CH:14][C:13]([S:17]([NH:20][C:21]3[CH:26]=[CH:25][N:24]=[CH:23][N:22]=3)(=[O:19])=[O:18])=[C:12]([F:30])[CH:11]=2)=[CH:5][NH:4][N:3]=1, predict the reactants needed to synthesize it. The reactants are: [NH2:1][C:2]1[C:6]([C:7]2[CH:34]=[C:33]([Cl:35])[CH:32]=[CH:31][C:8]=2[O:9][C:10]2[C:15]([Cl:16])=[CH:14][C:13]([S:17]([N:20](COC)[C:21]3[CH:26]=[CH:25][N:24]=[CH:23][N:22]=3)(=[O:19])=[O:18])=[C:12]([F:30])[CH:11]=2)=[CH:5][N:4](C2CCCCO2)[N:3]=1.CO.O.